This data is from Reaction yield outcomes from USPTO patents with 853,638 reactions. The task is: Predict the reaction yield, written as a fraction of the theoretical maximum amount of product (1.0 means a 100% yield; for example, 0.34 means a 34% yield). (1) The reactants are C[Si](Br)(C)C.[CH2:6]([C:8]([C:33]1[CH:55]=[CH:54][C:36]([O:37][CH2:38][CH2:39][CH2:40][CH2:41][CH2:42][N:43]2[C:51](=[O:52])[C:50]3[C:45](=[CH:46][CH:47]=[CH:48][CH:49]=3)[C:44]2=[O:53])=[C:35]([CH3:56])[CH:34]=1)([C:11]1[CH:16]=[CH:15][C:14](/[CH:17]=[CH:18]/[C:19]([O:28]COC)([C:24]([F:27])([F:26])[F:25])[C:20]([F:23])([F:22])[F:21])=[C:13]([CH3:32])[CH:12]=1)[CH2:9][CH3:10])[CH3:7]. No catalyst specified. The product is [CH2:6]([C:8]([C:33]1[CH:55]=[CH:54][C:36]([O:37][CH2:38][CH2:39][CH2:40][CH2:41][CH2:42][N:43]2[C:44](=[O:53])[C:45]3[C:50](=[CH:49][CH:48]=[CH:47][CH:46]=3)[C:51]2=[O:52])=[C:35]([CH3:56])[CH:34]=1)([C:11]1[CH:16]=[CH:15][C:14](/[CH:17]=[CH:18]/[C:19]([OH:28])([C:20]([F:21])([F:22])[F:23])[C:24]([F:27])([F:25])[F:26])=[C:13]([CH3:32])[CH:12]=1)[CH2:9][CH3:10])[CH3:7]. The yield is 0.950. (2) The reactants are [CH:1]1([C:5]([O:7]CC)=O)[CH2:4][CH2:3][CH2:2]1.[CH3:10][C:11]([CH3:13])=[O:12]. The catalyst is CCOCC. The product is [CH:1]1([C:5](=[O:7])[CH2:10][C:11](=[O:12])[CH3:13])[CH2:2][CH2:3][CH2:4]1. The yield is 0.760. (3) The reactants are Cl.[Cl:2][C:3]1[CH:28]=[CH:27][C:6]2[N:7]3[C:11]([CH2:12][NH:13][CH2:14][C:5]=2[CH:4]=1)=[N:10][N:9]=[C:8]3[C@H:15]1[CH2:20][CH2:19][C@H:18]([C:21]2[N:25]=[C:24]([CH3:26])[O:23][N:22]=2)[CH2:17][CH2:16]1.C(N(CC)CC)C.[CH3:36][S:37](Cl)(=[O:39])=[O:38]. The catalyst is ClCCl. The product is [Cl:2][C:3]1[CH:28]=[CH:27][C:6]2[N:7]3[C:11]([CH2:12][N:13]([S:37]([CH3:36])(=[O:39])=[O:38])[CH2:14][C:5]=2[CH:4]=1)=[N:10][N:9]=[C:8]3[C@H:15]1[CH2:20][CH2:19][C@H:18]([C:21]2[N:25]=[C:24]([CH3:26])[O:23][N:22]=2)[CH2:17][CH2:16]1. The yield is 0.480.